Task: Predict the reaction yield, written as a fraction of the theoretical maximum amount of product (1.0 means a 100% yield; for example, 0.34 means a 34% yield).. Dataset: Reaction yield outcomes from USPTO patents with 853,638 reactions (1) The reactants are [C:1]1(=O)[O:5][CH2:4][CH2:3][O:2]1.[F:7][C:8]([F:32])([F:31])[C:9]1[N:13]2[N:14]=[C:15]([N:18]3[CH2:23][CH2:22][CH:21]([C:24]4[CH:29]=[CH:28]C(O)=[CH:26][CH:25]=4)[CH2:20][CH2:19]3)[CH:16]=[CH:17][C:12]2=[N:11][N:10]=1.C(=O)([O-])[O-].[K+].[K+]. The catalyst is CN(C=O)C. The product is [F:32][C:8]([F:7])([F:31])[C:9]1[N:13]2[N:14]=[C:15]([N:18]3[CH2:19][CH2:20][CH:21]([C:24]4[CH:29]=[CH:28][C:1]([O:2][CH2:3][CH2:4][OH:5])=[CH:26][CH:25]=4)[CH2:22][CH2:23]3)[CH:16]=[CH:17][C:12]2=[N:11][N:10]=1. The yield is 0.716. (2) The reactants are [CH3:1][O:2][C:3]1[CH:4]=[C:5]([C:19](=[N:21]O)[CH3:20])[CH:6]=[CH:7][C:8]=1[O:9][CH2:10][C:11]1[CH:12]=[N:13][C:14]([O:17][CH3:18])=[CH:15][CH:16]=1. The catalyst is C(O)(=O)C.[Zn]. The product is [CH3:1][O:2][C:3]1[CH:4]=[C:5]([CH:19]([NH2:21])[CH3:20])[CH:6]=[CH:7][C:8]=1[O:9][CH2:10][C:11]1[CH:12]=[N:13][C:14]([O:17][CH3:18])=[CH:15][CH:16]=1. The yield is 0.860.